Dataset: Reaction yield outcomes from USPTO patents with 853,638 reactions. Task: Predict the reaction yield, written as a fraction of the theoretical maximum amount of product (1.0 means a 100% yield; for example, 0.34 means a 34% yield). (1) The reactants are [NH2:1][C:2]1[C:3]([C:8]([NH:10][CH2:11][CH:12]2[CH2:15][CH2:14][CH2:13]2)=[O:9])=[N:4][CH:5]=[CH:6][CH:7]=1.[NH:16]1[C:24]2[C:19](=[CH:20][CH:21]=[CH:22][CH:23]=2)[C:18]([C:25](O)=[O:26])=[CH:17]1. No catalyst specified. The product is [CH:12]1([CH2:11][NH:10][C:8]([C:3]2[C:2]([NH:1][C:25]([C:18]3[C:19]4[C:24](=[CH:23][CH:22]=[CH:21][CH:20]=4)[NH:16][CH:17]=3)=[O:26])=[CH:7][CH:6]=[CH:5][N:4]=2)=[O:9])[CH2:15][CH2:14][CH2:13]1. The yield is 0.230. (2) The reactants are [Br:1][C:2]1[CH:7]=[CH:6][C:5]([N:8]2[C:13]3[N:14]([CH3:27])[C:15](=[O:26])[C:16]([CH3:25])=[C:17]([NH:18]C4C=CC=CC=4)[C:12]=3[C:11](=[O:28])[N:10]([CH:29]3[CH2:31][CH2:30]3)[C:9]2=[O:32])=[CH:4][CH:3]=1.C(=O)([O-])[O-].[K+].[K+]. The catalyst is C(Cl)(Cl)Cl.CO. The product is [Br:1][C:2]1[CH:3]=[CH:4][C:5]([NH:8][C:13]2[N:14]([CH3:27])[C:15](=[O:26])[C:16]([CH3:25])=[C:17]3[C:12]=2[C:11](=[O:28])[N:10]([CH:29]2[CH2:31][CH2:30]2)[C:9](=[O:32])[N:18]3[NH:8][C:5]2[CH:6]=[CH:7][CH:2]=[CH:3][CH:4]=2)=[CH:6][CH:7]=1. The yield is 0.260.